This data is from Full USPTO retrosynthesis dataset with 1.9M reactions from patents (1976-2016). The task is: Predict the reactants needed to synthesize the given product. (1) Given the product [CH:26]1([C:31]2[CH:35]=[C:34]([NH:36][C:37]([NH:22][C:21]3[CH:23]=[CH:24][CH:25]=[C:19]([O:18][C:6]4[C:5]5[C:10](=[CH:11][C:12]([O:13][CH2:14][CH2:15][O:16][CH3:17])=[C:3]([O:2][CH3:1])[CH:4]=5)[N:9]=[CH:8][N:7]=4)[CH:20]=3)=[O:38])[O:33][N:32]=2)[CH2:27][CH2:28][CH2:29][CH2:30]1, predict the reactants needed to synthesize it. The reactants are: [CH3:1][O:2][C:3]1[CH:4]=[C:5]2[C:10](=[CH:11][C:12]=1[O:13][CH2:14][CH2:15][O:16][CH3:17])[N:9]=[CH:8][N:7]=[C:6]2[O:18][C:19]1[CH:20]=[C:21]([CH:23]=[CH:24][CH:25]=1)[NH2:22].[CH:26]1([C:31]2[CH:35]=[C:34]([NH:36][C:37](=O)[O:38]C3C=CC=CC=3)[O:33][N:32]=2)[CH2:30][CH2:29][CH2:28][CH2:27]1.C(N(CC)C(C)C)(C)C. (2) Given the product [Cl:1][C:2]1[CH:7]=[CH:6][C:5]([C:17]2[CH:18]=[CH:19][C:20]([C@H:23]3[C:28]4=[N:29][S:30](=[O:34])(=[O:33])[CH2:31][CH2:32][N:27]4[CH2:26][CH2:25][CH2:24]3)=[CH:21][CH:22]=2)=[CH:4][CH:3]=1, predict the reactants needed to synthesize it. The reactants are: [Cl:1][C:2]1[CH:7]=[CH:6][C:5](B(O)O)=[CH:4][CH:3]=1.FC(F)(F)S(O[C:17]1[CH:22]=[CH:21][C:20]([C@H:23]2[C:28]3=[N:29][S:30](=[O:34])(=[O:33])[CH2:31][CH2:32][N:27]3[CH2:26][CH2:25][CH2:24]2)=[CH:19][CH:18]=1)(=O)=O.C(=O)([O-])[O-].[Na+].[Na+].